This data is from Full USPTO retrosynthesis dataset with 1.9M reactions from patents (1976-2016). The task is: Predict the reactants needed to synthesize the given product. (1) Given the product [C:37]1([S:43]([N:46]2[CH2:51][CH2:50][N:49]([CH2:6][C:7]3[N:12]=[CH:11][C:10]4[N:13]=[CH:14][N:15]([C:16]5[S:17][C:18]([C:34]([NH2:35])=[O:36])=[C:19]([O:21][C@@H:22]([C:24]6[CH:29]=[CH:28][CH:27]=[CH:26][C:25]=6[C:30]([F:31])([F:32])[F:33])[CH3:23])[CH:20]=5)[C:9]=4[CH:8]=3)[CH2:48][CH2:47]2)(=[O:45])=[O:44])[CH:42]=[CH:41][CH:40]=[CH:39][CH:38]=1, predict the reactants needed to synthesize it. The reactants are: CS(O[CH2:6][C:7]1[N:12]=[CH:11][C:10]2[N:13]=[CH:14][N:15]([C:16]3[S:17][C:18]([C:34](=[O:36])[NH2:35])=[C:19]([O:21][C@@H:22]([C:24]4[CH:29]=[CH:28][CH:27]=[CH:26][C:25]=4[C:30]([F:33])([F:32])[F:31])[CH3:23])[CH:20]=3)[C:9]=2[CH:8]=1)(=O)=O.[C:37]1([S:43]([N:46]2[CH2:51][CH2:50][NH:49][CH2:48][CH2:47]2)(=[O:45])=[O:44])[CH:42]=[CH:41][CH:40]=[CH:39][CH:38]=1. (2) Given the product [Cl:1][C:2]1[CH:3]=[C:4]([C:5]2[N:29]=[C:27]([NH:26][C:16]3[CH:17]=[CH:18][C:19]([N:20]4[CH:24]=[C:23]([CH3:25])[N:22]=[CH:21]4)=[C:14]([O:13][CH3:12])[CH:15]=3)[S:28][CH:6]=2)[CH:9]=[CH:10][CH:11]=1, predict the reactants needed to synthesize it. The reactants are: [Cl:1][C:2]1[CH:3]=[C:4]([CH:9]=[CH:10][CH:11]=1)[C:5](=O)[CH2:6]Br.[CH3:12][O:13][C:14]1[CH:15]=[C:16]([NH:26][C:27]([NH2:29])=[S:28])[CH:17]=[CH:18][C:19]=1[N:20]1[CH:24]=[C:23]([CH3:25])[N:22]=[CH:21]1. (3) Given the product [C:27]1([C@@H:33]([N:35]2[C:43]3[C:38](=[N:9][CH:7]=[C:41]([C:44]4[CH:53]=[CH:52][CH:51]=[C:50]5[C:45]=4[CH:46]=[CH:47][CH:48]=[N:49]5)[CH:42]=3)[NH:37][C:36]2=[O:54])[CH3:34])[CH:28]=[CH:29][CH:30]=[CH:31][CH:32]=1, predict the reactants needed to synthesize it. The reactants are: C1([C@@H:7]([NH:9]C2C=C(C3C=CC=C4C=3C=CC=N4)N=CC=2N)C)C=CC=CC=1.[C:27]1([C@@H:33]([N:35]2[C:43]3[CH:42]=[C:41]([C:44]4[CH:53]=[CH:52][CH:51]=[C:50]5[C:45]=4[CH:46]=[CH:47][CH:48]=[N:49]5)N=C[C:38]=3[NH:37][C:36]2=[O:54])[CH3:34])[CH:32]=[CH:31][CH:30]=[CH:29][CH:28]=1.NC(N)=O.O. (4) Given the product [CH3:18][O:17][C:13]1[CH:12]=[C:11]([C:9]2[N:1]=[C:2]3[N:6]([CH:8]=2)[CH:5]=[CH:4][S:3]3)[CH:16]=[CH:15][CH:14]=1, predict the reactants needed to synthesize it. The reactants are: [NH2:1][C:2]1[S:3][CH:4]=[CH:5][N:6]=1.Br[CH2:8][C:9]([C:11]1[CH:16]=[CH:15][CH:14]=[C:13]([O:17][CH3:18])[CH:12]=1)=O.[OH-].[NH4+]. (5) Given the product [NH2:27][C:28]1[NH:24][C:23]2[CH:22]=[CH:21][C:4]([O:5][CH2:6][CH2:7][N:8]3[CH2:13][CH2:12][N:11]([C:14]([O:16][C:17]([CH3:20])([CH3:19])[CH3:18])=[O:15])[CH2:10][CH2:9]3)=[CH:3][C:2]=2[N:1]=1, predict the reactants needed to synthesize it. The reactants are: [NH2:1][C:2]1[CH:3]=[C:4]([CH:21]=[CH:22][C:23]=1[NH2:24])[O:5][CH2:6][CH2:7][N:8]1[CH2:13][CH2:12][N:11]([C:14]([O:16][C:17]([CH3:20])([CH3:19])[CH3:18])=[O:15])[CH2:10][CH2:9]1.O.[Br].[N:27]#[C:28]C#N.